Dataset: NCI-60 drug combinations with 297,098 pairs across 59 cell lines. Task: Regression. Given two drug SMILES strings and cell line genomic features, predict the synergy score measuring deviation from expected non-interaction effect. Drug 1: C1=NC2=C(N=C(N=C2N1C3C(C(C(O3)CO)O)O)F)N. Drug 2: N.N.Cl[Pt+2]Cl. Cell line: EKVX. Synergy scores: CSS=8.47, Synergy_ZIP=0.444, Synergy_Bliss=5.39, Synergy_Loewe=-1.72, Synergy_HSA=1.49.